This data is from Reaction yield outcomes from USPTO patents with 853,638 reactions. The task is: Predict the reaction yield, written as a fraction of the theoretical maximum amount of product (1.0 means a 100% yield; for example, 0.34 means a 34% yield). The reactants are [CH3:1][C:2]([S:5]([NH2:7])=[O:6])([CH3:4])[CH3:3].[Br:8][C:9]1[CH:17]=[C:16]2[C:12]([CH2:13][C:14]3([CH2:23][CH2:22][CH:21]([C:24]([F:27])([F:26])[F:25])[CH2:20][CH2:19]3)[C:15]2=O)=[CH:11][CH:10]=1. The catalyst is [O-]CC.[Ti+4].[O-]CC.[O-]CC.[O-]CC. The product is [Br:8][C:9]1[CH:17]=[C:16]2[C:12](=[CH:11][CH:10]=1)[CH2:13][C:14]1([CH2:19][CH2:20][CH:21]([C:24]([F:25])([F:26])[F:27])[CH2:22][CH2:23]1)[C:15]2=[N:7][S:5]([C:2]([CH3:4])([CH3:3])[CH3:1])=[O:6]. The yield is 0.180.